Predict the reactants needed to synthesize the given product. From a dataset of Full USPTO retrosynthesis dataset with 1.9M reactions from patents (1976-2016). (1) Given the product [CH2:1]([O:8][C:9]([NH:11][C@H:12]([C:19]([NH:22][C:23]1[CH:24]=[C:25]([CH:37]=[CH:38][C:39]=1[F:40])[CH2:26][C:27]1([C:30]([O:32][C:33]([CH3:36])([CH3:35])[CH3:34])=[O:31])[CH2:28][CH2:29]1)=[O:21])[CH:13]([C:15]([F:16])([F:17])[F:18])[CH3:14])=[O:10])[C:2]1[CH:3]=[CH:4][CH:5]=[CH:6][CH:7]=1, predict the reactants needed to synthesize it. The reactants are: [CH2:1]([O:8][C:9]([NH:11][C@H:12]([C:19]([OH:21])=O)[CH:13]([C:15]([F:18])([F:17])[F:16])[CH3:14])=[O:10])[C:2]1[CH:7]=[CH:6][CH:5]=[CH:4][CH:3]=1.[NH2:22][C:23]1[CH:24]=[C:25]([CH:37]=[CH:38][C:39]=1[F:40])[CH2:26][C:27]1([C:30]([O:32][C:33]([CH3:36])([CH3:35])[CH3:34])=[O:31])[CH2:29][CH2:28]1.CN(C(ON1N=NC2C=CC=NC1=2)=[N+](C)C)C.F[P-](F)(F)(F)(F)F.O. (2) The reactants are: C([O:3][C:4](=[O:36])[C:5]1[CH:10]=[CH:9][CH:8]=[C:7]([N:11]2[C:15]([CH3:16])=[CH:14][CH:13]=[C:12]2[C:17]2[CH:22]=[C:21]([S:23]([CH3:26])(=[O:25])=[O:24])[CH:20]=[CH:19][C:18]=2[O:27][CH2:28][C:29]2[CH:34]=[CH:33][C:32]([Cl:35])=[CH:31][CH:30]=2)[CH:6]=1)C.C(O)C. Given the product [CH3:26][S:23]([C:21]1[CH:20]=[CH:19][C:18]([O:27][CH2:28][C:29]2[CH:30]=[CH:31][C:32]([Cl:35])=[CH:33][CH:34]=2)=[C:17]([C:12]2[N:11]([C:7]3[CH:6]=[C:5]([CH:10]=[CH:9][CH:8]=3)[C:4]([OH:36])=[O:3])[C:15]([CH3:16])=[CH:14][CH:13]=2)[CH:22]=1)(=[O:24])=[O:25], predict the reactants needed to synthesize it. (3) The reactants are: NC1N[C:4](=[O:18])[C:5]2[C:10]([Cl:11])=[C:9]([C:12]3[CH:17]=[CH:16][CH:15]=[CH:14][CH:13]=3)[S:8][C:6]=2[N:7]=1.Cl.[O:20]1CCO[CH2:22][CH2:21]1. Given the product [CH2:21]([O:20][C:4]([C:5]1[C:10]([Cl:11])=[C:9]([C:12]2[CH:17]=[CH:16][CH:15]=[CH:14][CH:13]=2)[S:8][C:6]=1[NH2:7])=[O:18])[CH3:22], predict the reactants needed to synthesize it. (4) Given the product [CH3:33][CH2:34][CH2:29][CH2:8][CH2:9][CH2:10][CH2:18][CH2:17][CH2:16][CH2:15][CH2:14][CH2:13][NH2:12], predict the reactants needed to synthesize it. The reactants are: C(OC(=O)N[C:8]([CH3:29])(C)[CH2:9][C:10]1[C:18]2[C:13](=[C:14](OC3C(C#N)=CC=CN=3)[CH:15]=[CH:16][CH:17]=2)[NH:12]C=1)(C)(C)C.Cl.O1CCO[CH2:34][CH2:33]1. (5) Given the product [NH2:4][CH2:3][C:2]([NH:15][C:16]1[CH:17]=[N:18][N:19]2[CH2:24][CH2:23][CH2:22][NH:21][C:20]=12)=[O:1], predict the reactants needed to synthesize it. The reactants are: [O:1]=[C:2]([NH:15][C:16]1[CH:17]=[N:18][N:19]2[CH2:24][CH2:23][CH2:22][NH:21][C:20]=12)[CH2:3][NH:4]C(=O)OCC1C=CC=CC=1.